This data is from Reaction yield outcomes from USPTO patents with 853,638 reactions. The task is: Predict the reaction yield, written as a fraction of the theoretical maximum amount of product (1.0 means a 100% yield; for example, 0.34 means a 34% yield). The reactants are [N+:1]([C:4]1[CH:9]=[CH:8][CH:7]=[CH:6][C:5]=1[C:10]1[CH:15]=[CH:14][C:13]([CH2:16][N:17]([CH2:30][CH2:31][CH2:32][CH2:33][CH3:34])[C:18](=[O:29])[NH:19][C:20]2[C:25]([F:26])=[CH:24][C:23]([F:27])=[CH:22][C:21]=2[F:28])=[CH:12][CH:11]=1)([O-])=O.[Sn](Cl)Cl. The catalyst is C(O)C. The product is [NH2:1][C:4]1[CH:9]=[CH:8][CH:7]=[CH:6][C:5]=1[C:10]1[CH:11]=[CH:12][C:13]([CH2:16][N:17]([CH2:30][CH2:31][CH2:32][CH2:33][CH3:34])[C:18](=[O:29])[NH:19][C:20]2[C:21]([F:28])=[CH:22][C:23]([F:27])=[CH:24][C:25]=2[F:26])=[CH:14][CH:15]=1. The yield is 0.940.